Dataset: Forward reaction prediction with 1.9M reactions from USPTO patents (1976-2016). Task: Predict the product of the given reaction. (1) Given the reactants [C:1]([C:3]1[CH:10]=[CH:9][C:6]([CH2:7]Br)=[CH:5][CH:4]=1)#[N:2].[C:11]([O:15][C:16]([N:18]1[CH2:25][CH:24]2[O:26][CH:20]([CH2:21][NH:22][CH2:23]2)[CH2:19]1)=[O:17])([CH3:14])([CH3:13])[CH3:12].C(=O)([O-])[O-].[K+].[K+], predict the reaction product. The product is: [C:11]([O:15][C:16]([N:18]1[CH2:19][CH:20]2[O:26][CH:24]([CH2:23][N:22]([CH2:7][C:6]3[CH:9]=[CH:10][C:3]([C:1]#[N:2])=[CH:4][CH:5]=3)[CH2:21]2)[CH2:25]1)=[O:17])([CH3:14])([CH3:12])[CH3:13]. (2) Given the reactants [C:1]([O:4][CH:5]1[CH2:10][C:9]([CH3:12])([CH3:11])[NH+:8]([O-:13])[C:7]([CH3:15])([CH3:14])[CH2:6]1)(=[O:3])[CH3:2].C(OOC(C)(C)C)(C)(C)C.[C:26]1([CH:32]([CH3:34])[CH3:33])[CH:31]=[CH:30][CH:29]=[CH:28][CH:27]=1, predict the reaction product. The product is: [C:32]([O:13][N:8]1[C:9]([CH3:12])([CH3:11])[CH2:10][CH:5]([O:4][C:1](=[O:3])[CH3:2])[CH2:6][C:7]1([CH3:15])[CH3:14])([C:26]1[CH:31]=[CH:30][CH:29]=[CH:28][CH:27]=1)([CH3:34])[CH3:33]. (3) Given the reactants [Cl:1][C:2]1[CH:3]=[C:4]([CH:8]=[C:9]([F:12])[C:10]=1[F:11])C(O)=O.C([N:15]([CH2:18]C)CC)C.C1(P(N=[N+]=[N-])(C2C=CC=CC=2)=[O:27])C=CC=CC=1.[C:37]([OH:41])([CH3:40])([CH3:39])[CH3:38], predict the reaction product. The product is: [Cl:1][C:2]1[CH:3]=[C:4]([NH:15][C:18](=[O:27])[O:41][C:37]([CH3:40])([CH3:39])[CH3:38])[CH:8]=[C:9]([F:12])[C:10]=1[F:11]. (4) Given the reactants [F:1][C:2]1[CH:10]=[C:9]2[C:5]([C:6](=O)[C:7](=[O:11])[NH:8]2)=[CH:4][CH:3]=1.[CH:13]1[CH:18]=[C:17]2[C:19](/[C:21](/[NH:33][C:16]2=[CH:15][CH:14]=1)=C1\C2C=CC(Br)=CC=2NC\1=O)=[O:20], predict the reaction product. The product is: [CH:13]1[CH:18]=[C:17]2[C:19](/[C:21](/[NH:33][C:16]2=[CH:15][CH:14]=1)=[C:6]1\[C:5]2[CH:4]=[CH:3][C:2]([F:1])=[CH:10][C:9]=2[NH:8][C:7]\1=[O:11])=[O:20]. (5) The product is: [NH2:10][CH2:11][CH2:12][CH2:13][N:14]1[CH2:21][CH2:20][C:17]2([CH2:19][CH2:18]2)[C@H:16]([OH:22])[CH2:15]1. Given the reactants C(OC(=O)[NH:10][CH2:11][CH2:12][CH2:13][N:14]1[CH2:21][CH2:20][C:17]2([CH2:19][CH2:18]2)[C@H:16]([OH:22])[CH2:15]1)C1C=CC=CC=1, predict the reaction product.